The task is: Predict the reaction yield, written as a fraction of the theoretical maximum amount of product (1.0 means a 100% yield; for example, 0.34 means a 34% yield).. This data is from Reaction yield outcomes from USPTO patents with 853,638 reactions. The product is [C:20]([OH:30])(=[O:29])[C@@H:21]([C:23]1[CH:28]=[CH:27][CH:26]=[CH:25][CH:24]=1)[OH:22].[NH2:1][CH2:2][C@:3]1([CH2:12][C:13]([O:15][C:16]([CH3:17])([CH3:19])[CH3:18])=[O:14])[CH2:9][C@@H:8]2[C@H:4]1[CH:5]=[C:6]([CH2:10][CH3:11])[CH2:7]2. The reactants are [NH2:1][CH2:2][C:3]1([CH2:12][C:13]([O:15][C:16]([CH3:19])([CH3:18])[CH3:17])=[O:14])[CH2:9][CH:8]2[CH:4]1[CH:5]=[C:6]([CH2:10][CH3:11])[CH2:7]2.[C:20]([OH:30])(=[O:29])[C@@H:21]([C:23]1[CH:28]=[CH:27][CH:26]=[CH:25][CH:24]=1)[OH:22]. The yield is 0.294. The catalyst is C(#N)C.